Task: Predict the product of the given reaction.. Dataset: Forward reaction prediction with 1.9M reactions from USPTO patents (1976-2016) (1) Given the reactants Br[C:2]1[CH:3]=[CH:4][C:5]([S:8][CH3:9])=[N:6][CH:7]=1.COCCOC.[Cl:16][C:17]1[CH:22]=[CH:21][CH:20]=[CH:19][C:18]=1[N:23]1[CH:27]([C:28]2[CH:33]=[CH:32][C:31](B3OC(C)(C)C(C)(C)O3)=[CH:30][CH:29]=2)[CH2:26][C:25]([C:43]([C:49]([F:52])([F:51])[F:50])([C:45]([F:48])([F:47])[F:46])[OH:44])=[N:24]1.C(=O)([O-])[O-].[Na+].[Na+], predict the reaction product. The product is: [Cl:16][C:17]1[CH:22]=[CH:21][CH:20]=[CH:19][C:18]=1[N:23]1[CH:27]([C:28]2[CH:33]=[CH:32][C:31]([C:2]3[CH:7]=[N:6][C:5]([S:8][CH3:9])=[CH:4][CH:3]=3)=[CH:30][CH:29]=2)[CH2:26][C:25]([C:43]([C:49]([F:52])([F:50])[F:51])([C:45]([F:46])([F:47])[F:48])[OH:44])=[N:24]1. (2) Given the reactants [CH3:1][C:2]1[CH:3]=[CH:4][C:5](N2N=CC=N2)=[C:6]([CH:26]=1)[C:7]([NH:9][CH:10]1[CH2:14][CH2:13][CH2:12][CH:11]1[CH2:15][C:16]1[CH:25]=[CH:24][C:23]2[C:18](=[CH:19][CH:20]=[CH:21][CH:22]=2)[N:17]=1)=[O:8].Cl.N1C2C(=CC=CC=2)C=CC=1CC1CCCC1N.[CH2:50]([O:52]C1C=CC(C)=CC=1C(O)=O)[CH3:51], predict the reaction product. The product is: [CH2:50]([O:52][C:5]1[CH:4]=[CH:3][C:2]([CH3:1])=[CH:26][C:6]=1[C:7]([NH:9][CH:10]1[CH2:14][CH2:13][CH2:12][CH:11]1[CH2:15][C:16]1[CH:25]=[CH:24][C:23]2[C:18](=[CH:19][CH:20]=[CH:21][CH:22]=2)[N:17]=1)=[O:8])[CH3:51].